Dataset: Peptide-MHC class I binding affinity with 185,985 pairs from IEDB/IMGT. Task: Regression. Given a peptide amino acid sequence and an MHC pseudo amino acid sequence, predict their binding affinity value. This is MHC class I binding data. (1) The peptide sequence is FSLPSSSSY. The MHC is HLA-A24:03 with pseudo-sequence HLA-A24:03. The binding affinity (normalized) is 0.0847. (2) The peptide sequence is SMKLNVSLAH. The MHC is HLA-A68:01 with pseudo-sequence HLA-A68:01. The binding affinity (normalized) is 0. (3) The peptide sequence is GLLPCLHVA. The MHC is HLA-A02:01 with pseudo-sequence HLA-A02:01. The binding affinity (normalized) is 0.734.